Dataset: Full USPTO retrosynthesis dataset with 1.9M reactions from patents (1976-2016). Task: Predict the reactants needed to synthesize the given product. (1) Given the product [NH2:21][C:17]1([C:14]2[CH:13]=[CH:12][C:11]([C:9]3[O:10][C:4]4[C:3](=[O:35])[N:2]([CH3:1])[CH:7]=[CH:6][C:5]=4[C:8]=3[C:29]3[CH:34]=[CH:33][CH:32]=[CH:31][CH:30]=3)=[CH:16][CH:15]=2)[CH2:18][CH2:19][CH2:20]1, predict the reactants needed to synthesize it. The reactants are: [CH3:1][N:2]1[CH:7]=[CH:6][C:5]2[C:8]([C:29]3[CH:34]=[CH:33][CH:32]=[CH:31][CH:30]=3)=[C:9]([C:11]3[CH:16]=[CH:15][C:14]([C:17]4([NH:21]C(=O)OC(C)(C)C)[CH2:20][CH2:19][CH2:18]4)=[CH:13][CH:12]=3)[O:10][C:4]=2[C:3]1=[O:35]. (2) The reactants are: [CH3:1][S:2](Cl)(=[O:4])=[O:3].[C:6]([O:10][C:11]([NH:13][C@H:14]([C:19]([O:21][C:22]([CH3:25])([CH3:24])[CH3:23])=[O:20])[CH2:15][CH2:16][CH2:17][OH:18])=[O:12])([CH3:9])([CH3:8])[CH3:7].C(N(CC)CC)C.O. Given the product [C:6]([O:10][C:11]([NH:13][C@H:14]([C:19]([O:21][C:22]([CH3:25])([CH3:24])[CH3:23])=[O:20])[CH2:15][CH2:16][CH2:17][O:18][S:2]([CH3:1])(=[O:4])=[O:3])=[O:12])([CH3:9])([CH3:8])[CH3:7], predict the reactants needed to synthesize it. (3) The reactants are: [CH3:1][O:2][C:3]1[CH:11]=[CH:10][CH:9]=[C:8]2[C:4]=1[CH:5]([OH:22])[N:6]([C:13]([CH3:21])([C:15]1[CH:20]=[CH:19][CH:18]=[CH:17][CH:16]=1)[CH3:14])[C:7]2=[O:12].CN(CCN(C)C)C.C([Li])(CC)C.CCCCCC.[I:42]I. Given the product [CH3:1][O:2][C:3]1[CH:11]=[CH:10][C:9]([I:42])=[C:8]2[C:4]=1[CH:5]([OH:22])[N:6]([C:13]([CH3:14])([C:15]1[CH:20]=[CH:19][CH:18]=[CH:17][CH:16]=1)[CH3:21])[C:7]2=[O:12], predict the reactants needed to synthesize it. (4) Given the product [N:17]1[C:16]2[C:11](=[N:12][CH:13]=[CH:14][CH:15]=2)[O:10][C:9]=1[C:4]1[C:5]([NH2:8])=[N:6][CH:7]=[C:2]([B:26]2[O:27][C:28]([CH3:30])([CH3:29])[C:24]([CH3:40])([CH3:23])[O:25]2)[CH:3]=1, predict the reactants needed to synthesize it. The reactants are: Br[C:2]1[CH:3]=[C:4]([C:9]2[O:10][C:11]3[C:16]([N:17]=2)=[CH:15][CH:14]=[CH:13][N:12]=3)[C:5]([NH2:8])=[N:6][CH:7]=1.C([O-])(=O)C.[K+].[CH3:23][C:24]1([CH3:40])[C:28]([CH3:30])([CH3:29])[O:27][B:26]([B:26]2[O:27][C:28]([CH3:30])([CH3:29])[C:24]([CH3:40])([CH3:23])[O:25]2)[O:25]1. (5) Given the product [CH:1]([C:3]1[C:20]([OH:21])=[CH:19][CH:18]=[CH:17][C:4]=1[O:5][CH2:6][C@@H:7]1[CH2:8][CH2:9][C@H:10]([C:13]([OH:15])=[O:14])[CH2:11][CH2:12]1)=[O:2], predict the reactants needed to synthesize it. The reactants are: [CH:1]([C:3]1[C:20]([OH:21])=[CH:19][CH:18]=[CH:17][C:4]=1[O:5][CH2:6][C@@H:7]1[CH2:12][CH2:11][C@H:10]([C:13]([O:15]C)=[O:14])[CH2:9][CH2:8]1)=[O:2].[OH-].[Na+]. (6) The reactants are: Cl.[CH:2]1([NH:8][OH:9])[CH2:7][CH2:6][CH2:5][CH2:4][CH2:3]1.[CH3:10][O:11][S:12]([C:15]1[CH:22]=[CH:21][CH:20]=[CH:19][C:16]=1[CH:17]=O)(=[O:14])=[O:13]. Given the product [CH:2]1([N+:8]([O-:9])=[CH:17][C:16]2[CH:19]=[CH:20][CH:21]=[CH:22][C:15]=2[S:12]([O:11][CH3:10])(=[O:13])=[O:14])[CH2:7][CH2:6][CH2:5][CH2:4][CH2:3]1, predict the reactants needed to synthesize it.